This data is from Catalyst prediction with 721,799 reactions and 888 catalyst types from USPTO. The task is: Predict which catalyst facilitates the given reaction. (1) Reactant: [CH2:1]([C:8]1[NH:9][C:10]([CH:13]2[CH2:18][CH2:17][N:16](C(OC(C)(C)C)=O)[CH2:15][CH2:14]2)=[N:11][N:12]=1)[C:2]1[CH:7]=[CH:6][CH:5]=[CH:4][CH:3]=1.C(O)(C(F)(F)F)=O.O1C=NN=C1. Product: [CH2:1]([C:8]1[NH:9][C:10]([CH:13]2[CH2:18][CH2:17][NH:16][CH2:15][CH2:14]2)=[N:11][N:12]=1)[C:2]1[CH:3]=[CH:4][CH:5]=[CH:6][CH:7]=1. The catalyst class is: 4. (2) Reactant: [C:1]([O:5][C:6]([NH:8][C:9]([CH3:14])([CH3:13])[C:10]([OH:12])=O)=[O:7])([CH3:4])([CH3:3])[CH3:2].C(N(CC)CC)C.C1C=CC2N(O)N=NC=2C=1.CCN=C=NCCCN(C)C.[Cl:43][C:44]1[CH:53]=[CH:52][C:51]2[C:46](=[CH:47][C:48]([N:54]3[CH2:59][CH2:58][NH:57][CH2:56][CH2:55]3)=[CH:49][N:50]=2)[N:45]=1. Product: [C:1]([O:5][C:6](=[O:7])[NH:8][C:9]([CH3:14])([CH3:13])[C:10]([N:57]1[CH2:58][CH2:59][N:54]([C:48]2[CH:49]=[N:50][C:51]3[C:46]([CH:47]=2)=[N:45][C:44]([Cl:43])=[CH:53][CH:52]=3)[CH2:55][CH2:56]1)=[O:12])([CH3:2])([CH3:3])[CH3:4]. The catalyst class is: 2. (3) Reactant: CCO.[CH3:4][O:5][C:6]1[C:27]([OH:28])=[CH:26][C:9]2[N:10]=[C:11](/[CH:13]=[CH:14]/[CH:15]=[CH:16]/[C:17]3[CH:22]=[CH:21][C:20]([N+:23]([O-])=O)=[CH:19][CH:18]=3)[S:12][C:8]=2[CH:7]=1.[NH4+].[Cl-]. Product: [NH2:23][C:20]1[CH:21]=[CH:22][C:17](/[CH:16]=[CH:15]/[CH:14]=[CH:13]/[C:11]2[S:12][C:8]3[CH:7]=[C:6]([O:5][CH3:4])[C:27]([OH:28])=[CH:26][C:9]=3[N:10]=2)=[CH:18][CH:19]=1. The catalyst class is: 693.